From a dataset of Full USPTO retrosynthesis dataset with 1.9M reactions from patents (1976-2016). Predict the reactants needed to synthesize the given product. (1) Given the product [NH:30]1[C:31]2[C:36](=[CH:35][CH:34]=[CH:33][CH:32]=2)[CH:37]=[C:29]1[CH2:28][N:10]1[CH:11]=[CH:12][C:13]([C:15]2[CH:20]=[CH:19][N:18]=[C:17]([NH:21][CH:22]3[CH2:27][CH2:26][O:25][CH2:24][CH2:23]3)[N:16]=2)=[CH:14][C:9]1=[O:8], predict the reactants needed to synthesize it. The reactants are: C(O)(C(F)(F)F)=O.[O:8]=[C:9]1[CH:14]=[C:13]([C:15]2[CH:20]=[CH:19][N:18]=[C:17]([NH:21][CH:22]3[CH2:27][CH2:26][O:25][CH2:24][CH2:23]3)[N:16]=2)[CH:12]=[CH:11][N:10]1[CH2:28][C:29]1[N:30](C(OC(C)(C)C)=O)[C:31]2[C:36]([CH:37]=1)=[CH:35][CH:34]=[CH:33][CH:32]=2.C([O-])(O)=O.[Na+].CC#N. (2) Given the product [F:1][C:2]1[CH:7]=[C:6]([C:8]2[CH:9]=[C:10]3[C:16]([C:49]4[CH:48]=[N:47][N:46]([CH2:45][C:44]5[CH:60]=[CH:61][CH:62]=[C:42]([F:41])[CH:43]=5)[CH:50]=4)=[CH:15][N:14]([S:18]([C:21]4[CH:27]=[CH:26][C:24]([CH3:25])=[CH:23][CH:22]=4)(=[O:20])=[O:19])[C:11]3=[N:12][CH:13]=2)[CH:5]=[CH:4][C:3]=1[CH:28]1[CH2:33][CH2:32][N:31]([C:34]([O:36][C:37]([CH3:40])([CH3:39])[CH3:38])=[O:35])[CH2:30][CH2:29]1, predict the reactants needed to synthesize it. The reactants are: [F:1][C:2]1[CH:7]=[C:6]([C:8]2[CH:9]=[C:10]3[C:16](I)=[CH:15][N:14]([S:18]([C:21]4[CH:27]=[CH:26][C:24]([CH3:25])=[CH:23][CH:22]=4)(=[O:20])=[O:19])[C:11]3=[N:12][CH:13]=2)[CH:5]=[CH:4][C:3]=1[CH:28]1[CH2:33][CH2:32][N:31]([C:34]([O:36][C:37]([CH3:40])([CH3:39])[CH3:38])=[O:35])[CH2:30][CH2:29]1.[F:41][C:42]1[CH:43]=[C:44]([CH:60]=[CH:61][CH:62]=1)[CH2:45][N:46]1[CH:50]=[C:49](B2OC(C)(C)C(C)(C)O2)[CH:48]=[N:47]1.C(=O)([O-])[O-].[Na+].[Na+].